Task: Predict the reaction yield, written as a fraction of the theoretical maximum amount of product (1.0 means a 100% yield; for example, 0.34 means a 34% yield).. Dataset: Reaction yield outcomes from USPTO patents with 853,638 reactions (1) The reactants are [NH:1]1[CH2:6][CH2:5][NH:4][CH2:3][CH2:2]1.C([O-])([O-])=O.[K+].[K+].Cl[C:14]1[C:15]([O:20][CH2:21][CH2:22][O:23][C:24]2[CH:29]=[CH:28][CH:27]=[C:26]([Br:30])[CH:25]=2)=[N:16][CH:17]=[CH:18][N:19]=1. The catalyst is C(#N)C. The product is [N:1]1([C:14]2[C:15]([O:20][CH2:21][CH2:22][O:23][C:24]3[CH:29]=[CH:28][CH:27]=[C:26]([Br:30])[CH:25]=3)=[N:16][CH:17]=[CH:18][N:19]=2)[CH2:6][CH2:5][NH:4][CH2:3][CH2:2]1. The yield is 0.850. (2) The product is [OH:14][CH2:13][CH2:12][N:11]([C:2]1[CH:7]=[CH:6][C:5]([N+:8]([O-:10])=[O:9])=[CH:4][CH:3]=1)[CH2:15][CH2:16][OH:17]. The yield is 0.850. The reactants are F[C:2]1[CH:7]=[CH:6][C:5]([N+:8]([O-:10])=[O:9])=[CH:4][CH:3]=1.[NH:11]([CH2:15][CH2:16][OH:17])[CH2:12][CH2:13][OH:14]. The catalyst is CO.ClCCl. (3) The reactants are O.O=[CH:3][C:4]([OH:6])=[O:5].[NH2:7][C:8]1[CH:12]=[CH:11][S:10][C:9]=1[C:13]([O:15][CH3:16])=[O:14].[CH3:17][O:18][C:19]1[N:24]=[CH:23][C:22](B(O)O)=[CH:21][CH:20]=1. The catalyst is C(#N)C. The product is [CH3:16][O:15][C:13]([C:9]1[S:10][CH:11]=[CH:12][C:8]=1[NH:7][CH:3]([C:22]1[CH:23]=[N:24][C:19]([O:18][CH3:17])=[CH:20][CH:21]=1)[C:4]([OH:6])=[O:5])=[O:14]. The yield is 1.00. (4) The reactants are Cl[C:2]1[CH:3]=[CH:4][C:5]([N+:10]([O-:12])=[O:11])=[C:6]([NH:8][CH3:9])[CH:7]=1.[NH2:13][C:14]1[C:19]([CH3:20])=[CH:18][C:17]([OH:21])=[CH:16][C:15]=1[CH3:22].CC(C)([O-])C.[K+].O. The catalyst is CN(C)C(=O)C.C(C1C=C(C)C=C(C(C)(C)C)C=1O)(C)(C)C. The product is [NH2:13][C:14]1[C:19]([CH3:20])=[CH:18][C:17]([O:21][C:2]2[CH:3]=[CH:4][C:5]([N+:10]([O-:12])=[O:11])=[C:6]([NH:8][CH3:9])[CH:7]=2)=[CH:16][C:15]=1[CH3:22]. The yield is 0.930. (5) The yield is 0.970. The product is [C:18]([O:17][C:15]([NH:1][CH2:2][C@H:3]1[CH2:4][CH2:5][C@H:6]([C:9]([OH:11])=[O:10])[CH2:7][CH2:8]1)=[O:16])([CH3:21])([CH3:20])[CH3:19]. The catalyst is O1CCOCC1. The reactants are [NH2:1][CH2:2][C@H:3]1[CH2:8][CH2:7][C@H:6]([C:9]([OH:11])=[O:10])[CH2:5][CH2:4]1.O.[OH-].[Na+].[C:15](O[C:15]([O:17][C:18]([CH3:21])([CH3:20])[CH3:19])=[O:16])([O:17][C:18]([CH3:21])([CH3:20])[CH3:19])=[O:16]. (6) The reactants are [Cl:1][C:2]1[CH:3]=[C:4]([CH:8]=[CH:9][C:10]=1[OH:11])[C:5]([OH:7])=O.[CH2:12]1[C@H:21]2[C@H:16]([CH2:17][CH2:18][C:19]3[CH:25]=[CH:24][CH:23]=[CH:22][C:20]=32)[NH:15][CH2:14][CH2:13]1.F[P-](F)(F)(F)(F)F.N1(OC(N(C)C)=[N+](C)C)C2N=CC=CC=2N=N1. No catalyst specified. The product is [Cl:1][C:2]1[CH:3]=[C:4]([C:5]([N:15]2[C@@H:16]3[C@@H:21]([C:20]4[CH:22]=[CH:23][CH:24]=[CH:25][C:19]=4[CH2:18][CH2:17]3)[CH2:12][CH2:13][CH2:14]2)=[O:7])[CH:8]=[CH:9][C:10]=1[OH:11]. The yield is 0.420. (7) The reactants are [N:1]1[CH:6]=[CH:5][CH:4]=[CH:3][C:2]=1[CH2:7][CH2:8][CH2:9][CH2:10][C:11]([OH:13])=O.S(Cl)(Cl)=O.Cl.[NH2:19][C:20]1[C:28]([OH:29])=[C:27]2[C:23]([CH2:24][CH2:25][CH:26]2[CH2:30][CH2:31][NH:32][C:33](=[O:35])[CH3:34])=[CH:22][CH:21]=1.O. The catalyst is N1C=CC=CC=1.C(OCC)(=O)C. The product is [C:33]([NH:32][CH2:31][CH2:30][CH:26]1[C:27]2[C:23](=[CH:22][CH:21]=[C:20]([NH:19][C:11](=[O:13])[CH2:10][CH2:9][CH2:8][CH2:7][C:2]3[CH:3]=[CH:4][CH:5]=[CH:6][N:1]=3)[C:28]=2[OH:29])[CH2:24][CH2:25]1)(=[O:35])[CH3:34]. The yield is 0.260. (8) The reactants are [NH2:1][CH2:2][CH:3]1[N:8]2[N:9]=[C:10]([C:15]3[CH:20]=[CH:19][C:18]([O:21][C:22]4[CH:27]=[CH:26][CH:25]=[CH:24][CH:23]=4)=[CH:17][CH:16]=3)[C:11]([C:12]([NH2:14])=[O:13])=[C:7]2[NH:6][CH2:5][CH2:4]1.[C:28](Cl)(=[O:31])[CH:29]=[CH2:30]. The catalyst is C(Cl)Cl.CCN(CC)CC. The product is [C:28]([NH:1][CH2:2][CH:3]1[N:8]2[N:9]=[C:10]([C:15]3[CH:20]=[CH:19][C:18]([O:21][C:22]4[CH:27]=[CH:26][CH:25]=[CH:24][CH:23]=4)=[CH:17][CH:16]=3)[C:11]([C:12]([NH2:14])=[O:13])=[C:7]2[NH:6][CH2:5][CH2:4]1)(=[O:31])[CH:29]=[CH2:30]. The yield is 0.280. (9) The reactants are C1COCC1.[O:6]([C:13]1[CH:14]=[C:15]([N:19]([CH2:27][C:28]2[CH:33]=[CH:32][CH:31]=[C:30](Br)[CH:29]=2)[CH2:20][CH:21]([OH:26])[C:22]([F:25])([F:24])[F:23])[CH:16]=[CH:17][CH:18]=1)[C:7]1[CH:12]=[CH:11][CH:10]=[CH:9][CH:8]=1.[CH2:35]([Mg]Br)[C:36]1[CH:41]=[CH:40][CH:39]=[CH:38][CH:37]=1.[NH4+].[Cl-]. The catalyst is C1C=CC([P]([Pd]([P](C2C=CC=CC=2)(C2C=CC=CC=2)C2C=CC=CC=2)([P](C2C=CC=CC=2)(C2C=CC=CC=2)C2C=CC=CC=2)[P](C2C=CC=CC=2)(C2C=CC=CC=2)C2C=CC=CC=2)(C2C=CC=CC=2)C2C=CC=CC=2)=CC=1.CCO. The product is [O:6]([C:13]1[CH:14]=[C:15]([N:19]([CH2:27][C:28]2[CH:33]=[CH:32][CH:31]=[C:30]([CH2:35][C:36]3[CH:41]=[CH:40][CH:39]=[CH:38][CH:37]=3)[CH:29]=2)[CH2:20][CH:21]([OH:26])[C:22]([F:25])([F:24])[F:23])[CH:16]=[CH:17][CH:18]=1)[C:7]1[CH:12]=[CH:11][CH:10]=[CH:9][CH:8]=1. The yield is 0.620. (10) The reactants are [F:1][C:2]1[C:3](=O)[NH:4][C:5](=[O:14])[N:6]([C@H:8]2[CH2:11][C@@H:10]([CH2:12][OH:13])[CH2:9]2)[CH:7]=1.C[N:17]1CCCC1.Cl[Si](C)(C)C.FC(F)(F)C(OC(=O)C(F)(F)F)=O.[N+](C1C=CC(O)=CC=1)([O-])=O.C(=O)(O)[O-].[Na+]. The catalyst is CC#N. The product is [F:1][C:2]1[C:3]([NH2:17])=[N:4][C:5](=[O:14])[N:6]([C@H:8]2[CH2:11][C@@H:10]([CH2:12][OH:13])[CH2:9]2)[CH:7]=1. The yield is 0.380.